Predict the reaction yield, written as a fraction of the theoretical maximum amount of product (1.0 means a 100% yield; for example, 0.34 means a 34% yield). From a dataset of Reaction yield outcomes from USPTO patents with 853,638 reactions. The reactants are Br[CH2:2][CH:3]=[CH2:4].[CH3:5][O:6][C:7]([C:9]1[C:14]([O:15][CH2:16][C:17]2[CH:22]=[CH:21][CH:20]=[CH:19][CH:18]=2)=[C:13]([OH:23])[C:12]([C:24](=[O:34])[NH:25][CH2:26][C:27]2[CH:32]=[CH:31][C:30]([F:33])=[CH:29][CH:28]=2)=[CH:11][N:10]=1)=[O:8].C(=O)([O-])[O-].[Cs+].[Cs+].[Cl-].[NH4+]. The catalyst is CN(C)C=O. The product is [CH3:5][O:6][C:7]([C:9]1[N:10]([CH2:4][CH:3]=[CH2:2])[CH:11]=[C:12]([C:24](=[O:34])[NH:25][CH2:26][C:27]2[CH:32]=[CH:31][C:30]([F:33])=[CH:29][CH:28]=2)[C:13](=[O:23])[C:14]=1[O:15][CH2:16][C:17]1[CH:18]=[CH:19][CH:20]=[CH:21][CH:22]=1)=[O:8]. The yield is 0.830.